Predict the product of the given reaction. From a dataset of Forward reaction prediction with 1.9M reactions from USPTO patents (1976-2016). Given the reactants [CH3:1][O:2][C:3]1[CH:4]=[C:5]([CH:9]=[C:10]([N+:12]([O-])=O)[CH:11]=1)[C:6]([OH:8])=[O:7], predict the reaction product. The product is: [NH2:12][C:10]1[CH:9]=[C:5]([CH:4]=[C:3]([O:2][CH3:1])[CH:11]=1)[C:6]([OH:8])=[O:7].